Dataset: Reaction yield outcomes from USPTO patents with 853,638 reactions. Task: Predict the reaction yield, written as a fraction of the theoretical maximum amount of product (1.0 means a 100% yield; for example, 0.34 means a 34% yield). (1) The reactants are Br[C:2]1[CH:7]=[CH:6][C:5]([O:8][CH:9]([F:11])[F:10])=[C:4]([CH3:12])[CH:3]=1.[C:13]([Si:15]([CH3:18])([CH3:17])[CH3:16])#[CH:14].C(N(CC)CC)C.N#N. The catalyst is CN(C=O)C.Cl[Pd](Cl)([P](C1C=CC=CC=1)(C1C=CC=CC=1)C1C=CC=CC=1)[P](C1C=CC=CC=1)(C1C=CC=CC=1)C1C=CC=CC=1.[Cu]I. The product is [F:10][CH:9]([F:11])[O:8][C:5]1[CH:6]=[CH:7][C:2]([C:14]#[C:13][Si:15]([CH3:18])([CH3:17])[CH3:16])=[CH:3][C:4]=1[CH3:12]. The yield is 0.970. (2) The reactants are [OH:1][CH2:2][C:3]([CH2:7][OH:8])([CH2:5][OH:6])[CH3:4].[CH3:9][O:10][C:11]1[CH:12]=[C:13]2[C:18](=[CH:19][CH:20]=1)[CH:17]=[C:16]([C@H:21]([CH3:25])[C:22](O)=[O:23])[CH:15]=[CH:14]2.Cl.CN(C)CCCN=C=NCC.C(N(CC)CC)C. The catalyst is C(#N)C. The product is [CH3:9][O:10][C:11]1[CH:12]=[C:13]2[C:18](=[CH:19][CH:20]=1)[CH:17]=[C:16]([C@H:21]([CH3:25])[C:22]([O:1][CH2:2][C:3]([CH2:7][OH:8])([CH3:4])[CH2:5][OH:6])=[O:23])[CH:15]=[CH:14]2. The yield is 0.660. (3) The reactants are [Br:1][C:2]1[C:3](O)=[N:4][CH:5]=[N:6][C:7]=1[C:8]([F:11])([F:10])[F:9].P(Cl)(Cl)([Cl:15])=O.O. The catalyst is C(Cl)(Cl)Cl. The product is [Br:1][C:2]1[C:3]([Cl:15])=[N:4][CH:5]=[N:6][C:7]=1[C:8]([F:11])([F:10])[F:9]. The yield is 0.824. (4) The reactants are [CH:1]1([CH2:4][N:5]2[CH2:25][CH2:24][C@:12]34[C:13]5[C:14]6[O:23][C@H:11]3[C:10](=O)[CH2:9][CH2:8][C@@:7]4([OH:27])[C@H:6]2[CH2:19][C:18]=5[CH:17]=[CH:16][C:15]=6[C:20]([NH2:22])=[O:21])[CH2:3][CH2:2]1.Cl. The catalyst is C(O)(=O)C.[Zn]. The product is [CH:1]1([CH2:4][N:5]2[CH2:25][CH2:24][C@@:12]34[C:13]5[C:14]([OH:23])=[C:15]([C:20]([NH2:22])=[O:21])[CH:16]=[CH:17][C:18]=5[CH2:19][C@@H:6]2[C@:7]3([OH:27])[CH2:8][CH2:9][CH2:10][CH2:11]4)[CH2:3][CH2:2]1. The yield is 0.290. (5) The reactants are [Cl:1][C:2]1[CH:6]=[N:5][N:4]([CH3:7])[C:3]=1[C:8]1[CH:9]=[C:10]([NH2:16])[CH:11]=[CH:12][C:13]=1[O:14][CH3:15].[CH3:17][O:18][C:19]1[CH:20]=[C:21]([N:25]=[C:26]=[O:27])[CH:22]=[CH:23][CH:24]=1. No catalyst specified. The product is [Cl:1][C:2]1[CH:6]=[N:5][N:4]([CH3:7])[C:3]=1[C:8]1[CH:9]=[C:10]([NH:16][C:26]([NH:25][C:21]2[CH:22]=[CH:23][CH:24]=[C:19]([O:18][CH3:17])[CH:20]=2)=[O:27])[CH:11]=[CH:12][C:13]=1[O:14][CH3:15]. The yield is 0.270.